This data is from NCI-60 drug combinations with 297,098 pairs across 59 cell lines. The task is: Regression. Given two drug SMILES strings and cell line genomic features, predict the synergy score measuring deviation from expected non-interaction effect. Drug 1: C(CC(=O)O)C(=O)CN.Cl. Drug 2: C(CN)CNCCSP(=O)(O)O. Cell line: M14. Synergy scores: CSS=8.18, Synergy_ZIP=-1.87, Synergy_Bliss=0.130, Synergy_Loewe=-4.49, Synergy_HSA=-1.27.